This data is from Catalyst prediction with 721,799 reactions and 888 catalyst types from USPTO. The task is: Predict which catalyst facilitates the given reaction. (1) Reactant: [NH2:1][C:2]1[CH:7]=[CH:6][C:5]([C:8]([N:10]2[CH2:15][CH2:14][N:13]([CH3:16])[CH2:12][CH2:11]2)=O)=[C:4]([C:17]([F:20])([F:19])[F:18])[CH:3]=1.B.C1COCC1.Cl.O. Product: [CH3:16][N:13]1[CH2:14][CH2:15][N:10]([CH2:8][C:5]2[CH:6]=[CH:7][C:2]([NH2:1])=[CH:3][C:4]=2[C:17]([F:20])([F:18])[F:19])[CH2:11][CH2:12]1. The catalyst class is: 1. (2) Reactant: C([Si]([O:8]/[C:9](/[C:12]1[CH:17]=[CH:16][CH:15]=[C:14]([Br:18])[CH:13]=1)=[CH:10]\[CH3:11])(C)C)(C)(C)C.CC[C@@H]1[C@@H]2C[C@H]([C@@H](OC3C4C(=CC=CC=4)C(O[C@@H](C4C=CN=C5C=4C=C(OC)C=C5)[C@@H]4N5C[C@H](CC)[C@@H](CC5)C4)=NN=3)C3C=CN=C4C=3C=C([O:40]C)C=C4)N(CC2)C1.CS(N)(=O)=O. Product: [Br:18][C:14]1[CH:13]=[C:12]([C:9](=[O:8])[C@H:10]([OH:40])[CH3:11])[CH:17]=[CH:16][CH:15]=1. The catalyst class is: 371.